From a dataset of Full USPTO retrosynthesis dataset with 1.9M reactions from patents (1976-2016). Predict the reactants needed to synthesize the given product. (1) Given the product [C:11]([CH2:10][N:6]1[CH2:7][CH2:8][CH2:9][C@H:5]1[C:3]([OH:4])=[O:2])#[N:12], predict the reactants needed to synthesize it. The reactants are: C[O:2][C:3]([C@@H:5]1[CH2:9][CH2:8][CH2:7][N:6]1[CH2:10][C:11]#[N:12])=[O:4].[OH-].[Li+]. (2) Given the product [CH3:1][C:2]1[CH:7]=[CH:6][C:5]([S:8]([O:11][CH2:12][CH:13]2[CH2:17][C:16]3[CH:18]=[C:19]([F:23])[CH:20]=[C:21]([C:27]4[CH:28]=[CH:29][CH:30]=[CH:31][C:26]=4[C:25]([F:36])([F:35])[F:24])[C:15]=3[O:14]2)(=[O:10])=[O:9])=[CH:4][CH:3]=1, predict the reactants needed to synthesize it. The reactants are: [CH3:1][C:2]1[CH:7]=[CH:6][C:5]([S:8]([O:11][CH2:12][CH:13]2[CH2:17][C:16]3[CH:18]=[C:19]([F:23])[CH:20]=[C:21](Br)[C:15]=3[O:14]2)(=[O:10])=[O:9])=[CH:4][CH:3]=1.[F:24][C:25]([F:36])([F:35])[C:26]1[CH:31]=[CH:30][CH:29]=[CH:28][C:27]=1B(O)O.C(=O)([O-])[O-].[K+].[K+]. (3) Given the product [F:24][C:21]([F:22])([F:23])[C:13]1[CH:12]=[C:11]([C@H:8]2[O:7][C:6](=[O:25])[N:5]([CH2:4][C:3]3[CH:26]=[C:27]([O:30][C:31]([F:34])([F:33])[F:32])[CH:28]=[CH:29][C:2]=3[NH:1][CH2:35][C@H:37]3[CH2:38][CH2:39][C@H:40]([CH2:43][C:44]([O:46][CH2:47][CH3:48])=[O:45])[CH2:41][CH2:42]3)[C@H:9]2[CH3:10])[CH:16]=[C:15]([C:17]([F:19])([F:20])[F:18])[CH:14]=1, predict the reactants needed to synthesize it. The reactants are: [NH2:1][C:2]1[CH:29]=[CH:28][C:27]([O:30][C:31]([F:34])([F:33])[F:32])=[CH:26][C:3]=1[CH2:4][N:5]1[C@@H:9]([CH3:10])[C@@H:8]([C:11]2[CH:16]=[C:15]([C:17]([F:20])([F:19])[F:18])[CH:14]=[C:13]([C:21]([F:24])([F:23])[F:22])[CH:12]=2)[O:7][C:6]1=[O:25].[CH:35]([C@H:37]1[CH2:42][CH2:41][C@H:40]([CH2:43][C:44]([O:46][CH2:47][CH3:48])=[O:45])[CH2:39][CH2:38]1)=O.[BH4-].[Na+]. (4) Given the product [CH3:1][O:2][C:3](=[O:25])[CH2:4][CH:5]1[C:9]2[CH:10]=[CH:11][C:12]([O:14][C@H:15]3[C:23]4[C:18](=[C:19]([C:30]5[CH:31]=[CH:32][N:27]([CH3:26])[C:28](=[O:36])[CH:29]=5)[CH:20]=[CH:21][CH:22]=4)[CH2:17][CH2:16]3)=[CH:13][C:8]=2[O:7][CH2:6]1, predict the reactants needed to synthesize it. The reactants are: [CH3:1][O:2][C:3](=[O:25])[CH2:4][CH:5]1[C:9]2[CH:10]=[CH:11][C:12]([O:14][C@H:15]3[C:23]4[C:18](=[C:19](Br)[CH:20]=[CH:21][CH:22]=4)[CH2:17][CH2:16]3)=[CH:13][C:8]=2[O:7][CH2:6]1.[CH3:26][N:27]1[CH:32]=[CH:31][C:30](B(O)O)=[CH:29][C:28]1=[O:36]. (5) The reactants are: Br[C:2]1[C:3]([CH3:13])=[CH:4][C:5]([O:8][CH2:9][CH2:10][O:11][CH3:12])=[N:6][CH:7]=1.[B:14]1([B:14]2[O:18][C:17]([CH3:20])([CH3:19])[C:16]([CH3:22])([CH3:21])[O:15]2)[O:18][C:17]([CH3:20])([CH3:19])[C:16]([CH3:22])([CH3:21])[O:15]1.C(Cl)Cl.CC([O-])=O.[K+]. Given the product [CH3:12][O:11][CH2:10][CH2:9][O:8][C:5]1[CH:4]=[C:3]([CH3:13])[C:2]([B:14]2[O:18][C:17]([CH3:20])([CH3:19])[C:16]([CH3:22])([CH3:21])[O:15]2)=[CH:7][N:6]=1, predict the reactants needed to synthesize it. (6) Given the product [O:27]=[C:22]1[C:16]2([CH2:21][CH2:20][N:19]([C:47]([NH2:48])=[O:49])[CH2:18][CH2:17]2)[CH2:15][C:14]2[C:24](=[N:25][CH:26]=[C:12](/[CH:11]=[CH:10]/[C:9](=[O:8])[N:28]3[CH2:33][CH2:32][C:31]([CH2:34][C:35]4[S:36][CH:37]=[CH:38][N:39]=4)=[CH:30][CH2:29]3)[CH:13]=2)[NH:23]1, predict the reactants needed to synthesize it. The reactants are: FC(F)(F)C(O)=O.[O:8]=[C:9]([N:28]1[CH2:33][CH2:32][C:31]([CH2:34][C:35]2[S:36][CH:37]=[CH:38][N:39]=2)=[CH:30][CH2:29]1)/[CH:10]=[CH:11]/[C:12]1[CH:13]=[C:14]2[C:24](=[N:25][CH:26]=1)[NH:23][C:22](=[O:27])[C:16]1([CH2:21][CH2:20][NH:19][CH2:18][CH2:17]1)[CH2:15]2.C(N(CC)CC)C.[C:47](=O)([O:49]C1C=CC=CC=1)[NH2:48]. (7) Given the product [C:1]([O:4][C@H:5]1[C@H:10]([O:11][C:12](=[O:14])[CH3:13])[C@@H:9]([O:15][C:16](=[O:18])[CH3:17])[C@@H:8]([C:19]2[CH:24]=[CH:23][C:22]([Cl:25])=[C:21]([CH2:26][C:27]3[CH:28]=[CH:29][C:30]([O:33][S:46]([C:49]([F:52])([F:51])[F:50])(=[O:48])=[O:47])=[CH:31][CH:32]=3)[CH:20]=2)[O:7][C@@H:6]1[CH2:34][O:35][C:36](=[O:38])[CH3:37])(=[O:3])[CH3:2], predict the reactants needed to synthesize it. The reactants are: [C:1]([O:4][C@H:5]1[C@H:10]([O:11][C:12](=[O:14])[CH3:13])[C@@H:9]([O:15][C:16](=[O:18])[CH3:17])[C@H:8]([C:19]2[CH:24]=[CH:23][C:22]([Cl:25])=[C:21]([CH2:26][C:27]3[CH:32]=[CH:31][C:30]([OH:33])=[CH:29][CH:28]=3)[CH:20]=2)[O:7][C@@H:6]1[CH2:34][O:35][C:36](=[O:38])[CH3:37])(=[O:3])[CH3:2].CCN(CC)CC.[S:46](O[S:46]([C:49]([F:52])([F:51])[F:50])(=[O:48])=[O:47])([C:49]([F:52])([F:51])[F:50])(=[O:48])=[O:47]. (8) Given the product [C:21]([O:25][C:26]([N:4]1[C:5]2[C:10](=[CH:9][CH:8]=[C:7]([N+:11]([O-:13])=[O:12])[CH:6]=2)[C:2]([I:1])=[N:3]1)=[O:27])([CH3:24])([CH3:23])[CH3:22], predict the reactants needed to synthesize it. The reactants are: [I:1][C:2]1[C:10]2[C:5](=[CH:6][C:7]([N+:11]([O-:13])=[O:12])=[CH:8][CH:9]=2)[NH:4][N:3]=1.C(N(CC)CC)C.[C:21]([O:25][C:26](O[C:26]([O:25][C:21]([CH3:24])([CH3:23])[CH3:22])=[O:27])=[O:27])([CH3:24])([CH3:23])[CH3:22].O.